Dataset: Forward reaction prediction with 1.9M reactions from USPTO patents (1976-2016). Task: Predict the product of the given reaction. (1) Given the reactants F[C:2]1[CH:7]=[CH:6][C:5]([N+:8]([O-:10])=[O:9])=[CH:4][C:3]=1[C:11]1[C:19]2[C:14](=[C:15]([O:20][CH3:21])[N:16]=[CH:17][CH:18]=2)[N:13]([CH3:22])[CH:12]=1.[F:23][C:24]1[CH:29]=[C:28]([F:30])[CH:27]=[CH:26][C:25]=1[OH:31].C(=O)([O-])[O-].[Cs+].[Cs+], predict the reaction product. The product is: [F:23][C:24]1[CH:29]=[C:28]([F:30])[CH:27]=[CH:26][C:25]=1[O:31][C:2]1[CH:7]=[CH:6][C:5]([N+:8]([O-:10])=[O:9])=[CH:4][C:3]=1[C:11]1[C:19]2[C:14](=[C:15]([O:20][CH3:21])[N:16]=[CH:17][CH:18]=2)[N:13]([CH3:22])[CH:12]=1. (2) Given the reactants O([C:9]1[CH:14]=[CH:13][CH:12]=[CH:11][C:10]=1[O:15][Si](C)(C)C)S(C(F)(F)F)(=O)=O.[F:20][C:21]1[C:26]([CH3:27])=[CH:25][CH:24]=[C:23]([F:28])[C:22]=1O.[F-].[Cs+], predict the reaction product. The product is: [F:20][C:21]1[C:22]([O:15][C:10]2[CH:9]=[CH:14][CH:13]=[CH:12][CH:11]=2)=[C:23]([F:28])[CH:24]=[CH:25][C:26]=1[CH3:27]. (3) Given the reactants [Si:1]([O:8][CH2:9][CH2:10][O:11][C:12]1[CH:18]=[CH:17][C:15]([NH2:16])=[CH:14][C:13]=1[O:19][CH:20]([F:22])[F:21])([C:4]([CH3:7])([CH3:6])[CH3:5])([CH3:3])[CH3:2].[CH:23]1([C:26]2[CH:38]=[CH:37][C:29]([O:30][C:31](=[CH:35][CH3:36])[C:32](O)=[O:33])=[CH:28][CH:27]=2)[CH2:25][CH2:24]1.C(N(CC)CC)C.C1C=CC2N(O)N=NC=2C=1.CCN=C=NCCCN(C)C, predict the reaction product. The product is: [Si:1]([O:8][CH2:9][CH2:10][O:11][C:12]1[CH:18]=[CH:17][C:15]([NH:16][C:32](=[O:33])[C:31]([O:30][C:29]2[CH:28]=[CH:27][C:26]([CH:23]3[CH2:24][CH2:25]3)=[CH:38][CH:37]=2)=[CH:35][CH3:36])=[CH:14][C:13]=1[O:19][CH:20]([F:21])[F:22])([C:4]([CH3:7])([CH3:6])[CH3:5])([CH3:3])[CH3:2]. (4) Given the reactants [CH:1]([C:4]1[C:5]([C:10]([O:12][CH2:13][CH3:14])=[O:11])=[C:6]([CH3:9])[NH:7][CH:8]=1)([CH3:3])[CH3:2].[I:15]N1C(=O)CCC1=O, predict the reaction product. The product is: [I:15][C:8]1[NH:7][C:6]([CH3:9])=[C:5]([C:10]([O:12][CH2:13][CH3:14])=[O:11])[C:4]=1[CH:1]([CH3:3])[CH3:2]. (5) Given the reactants [Br:1][C:2]1[C:3]([C:8]#[N:9])=[N:4][CH:5]=[CH:6][CH:7]=1.Cl.[OH-].[Na+].[Na+].[Cl-], predict the reaction product. The product is: [NH2:9][CH2:8][C:3]1[C:2]([Br:1])=[CH:7][CH:6]=[CH:5][N:4]=1. (6) The product is: [CH:1]1([C:4](=[O:5])[CH2:16][CH2:15][C:14](=[O:17])[CH3:13])[CH2:3][CH2:2]1. Given the reactants [CH:1]1([CH:4]=[O:5])[CH2:3][CH2:2]1.C(N(CC)CC)C.[CH3:13][C:14](=[O:17])[CH:15]=[CH2:16], predict the reaction product.